This data is from Full USPTO retrosynthesis dataset with 1.9M reactions from patents (1976-2016). The task is: Predict the reactants needed to synthesize the given product. (1) Given the product [C:11]([O:10][C:8]([N:5]1[CH:6]=[CH:7][C:2]([Cl:1])=[CH:3][CH:4]1[CH2:17][CH2:18][CH2:19][CH2:20][CH2:21][CH2:22][CH2:23][CH2:24][CH2:25][CH2:26][CH3:27])=[O:9])([CH3:12])([CH3:16])[CH3:28], predict the reactants needed to synthesize it. The reactants are: [Cl:1][C:2]1[CH:7]=[CH:6][N:5]([C:8]([O:10][C:11]2[CH:16]=CC=C[CH:12]=2)=[O:9])[CH:4]([CH2:17][CH2:18][CH2:19][CH2:20][CH2:21][CH2:22][CH2:23][CH2:24][CH2:25][CH2:26][CH3:27])[CH:3]=1.[CH3:28]C(C)([O-])C.[K+].CCOC(C)=O. (2) Given the product [CH3:31][S:32]([OH:35])(=[O:34])=[O:33].[F:30][C:2]([F:1])([C:20]1[CH:25]=[CH:24][C:23]([C:26]([F:27])([F:28])[F:29])=[CH:22][CH:21]=1)[CH2:3][N:4]1[CH2:5][CH2:6][CH:7]([NH:10][C:11]2[C:12]3[CH:19]=[CH:18][NH:17][C:13]=3[N:14]=[CH:15][N:16]=2)[CH2:8][CH2:9]1, predict the reactants needed to synthesize it. The reactants are: [F:1][C:2]([F:30])([C:20]1[CH:25]=[CH:24][C:23]([C:26]([F:29])([F:28])[F:27])=[CH:22][CH:21]=1)[CH2:3][N:4]1[CH2:9][CH2:8][CH:7]([NH:10][C:11]2[C:12]3[CH:19]=[CH:18][NH:17][C:13]=3[N:14]=[CH:15][N:16]=2)[CH2:6][CH2:5]1.[CH3:31][S:32]([OH:35])(=[O:34])=[O:33]. (3) Given the product [C:22]([NH:1][CH2:2][CH:3]([NH:12][C:13](=[O:19])[O:14][C:15]([CH3:16])([CH3:18])[CH3:17])[C:4]1[CH:9]=[CH:8][CH:7]=[C:6]([Cl:10])[C:5]=1[Cl:11])(=[O:21])[NH2:23], predict the reactants needed to synthesize it. The reactants are: [NH2:1][CH2:2][CH:3]([NH:12][C:13](=[O:19])[O:14][C:15]([CH3:18])([CH3:17])[CH3:16])[C:4]1[CH:9]=[CH:8][CH:7]=[C:6]([Cl:10])[C:5]=1[Cl:11].Cl.[O-:21][C:22]#[N:23].[K+]. (4) Given the product [C:1]([N:4]1[C:13]2[C:8](=[CH:9][C:10]([CH:14]3[CH2:15][CH2:16][NH:17][CH2:18][CH2:19]3)=[CH:11][CH:12]=2)[C@H:7]([NH:27][C:28]2[CH:33]=[CH:32][C:31]([C:34]#[N:35])=[CH:30][N:29]=2)[C@@H:6]([CH3:36])[C@@H:5]1[CH3:37])(=[O:3])[CH3:2], predict the reactants needed to synthesize it. The reactants are: [C:1]([N:4]1[C:13]2[C:8](=[CH:9][C:10]([CH:14]3[CH2:19][CH2:18][N:17](C(OC(C)(C)C)=O)[CH2:16][CH2:15]3)=[CH:11][CH:12]=2)[C@H:7]([NH:27][C:28]2[CH:33]=[CH:32][C:31]([C:34]#[N:35])=[CH:30][N:29]=2)[C@@H:6]([CH3:36])[C@@H:5]1[CH3:37])(=[O:3])[CH3:2].Cl. (5) Given the product [Br:1][C:2]1[CH:7]=[C:6]([F:8])[CH:5]=[CH:4][C:3]=1[CH:9]1[C:14]([C:15]([O:17][CH2:18][CH3:19])=[O:16])=[C:13]([CH3:20])[NH:12][C:11]([N:22]2[CH:26]=[N:25][C:24]([C:27]#[N:28])=[N:23]2)=[N:10]1, predict the reactants needed to synthesize it. The reactants are: [Br:1][C:2]1[CH:7]=[C:6]([F:8])[CH:5]=[CH:4][C:3]=1[CH:9]1[C:14]([C:15]([O:17][CH2:18][CH3:19])=[O:16])=[C:13]([CH3:20])[NH:12][C:11](Cl)=[N:10]1.[NH:22]1[CH:26]=[N:25][C:24]([C:27]#[N:28])=[N:23]1. (6) Given the product [C:1]([O:5][C:6](=[O:31])[N:7]([CH2:9][CH2:10][O:11][C:12]1[CH:13]=[CH:14][CH:15]=[C:16]2[C:20]=1[N:19]([CH3:34])[CH:18]=[C:17]2[S:21]([C:24]1[CH:29]=[CH:28][CH:27]=[CH:26][C:25]=1[F:30])(=[O:23])=[O:22])[CH3:8])([CH3:4])([CH3:2])[CH3:3], predict the reactants needed to synthesize it. The reactants are: [C:1]([O:5][C:6](=[O:31])[N:7]([CH2:9][CH2:10][O:11][C:12]1[CH:13]=[CH:14][CH:15]=[C:16]2[C:20]=1[NH:19][CH:18]=[C:17]2[S:21]([C:24]1[CH:29]=[CH:28][CH:27]=[CH:26][C:25]=1[F:30])(=[O:23])=[O:22])[CH3:8])([CH3:4])([CH3:3])[CH3:2].[H-].[Na+].[CH3:34]I. (7) Given the product [CH:1]([C:4]1[CH:9]=[CH:8][C:7]([CH:10]2[C:14]3[C:15]([CH3:22])=[C:16]([O:21][CH2:26][CH:27]=[CH:28][C:29]4[CH:34]=[CH:33][CH:32]=[CH:31][CH:30]=4)[C:17]([CH3:20])=[C:18]([CH3:19])[C:13]=3[O:12][C:11]2([CH3:24])[CH3:23])=[CH:6][CH:5]=1)([CH3:3])[CH3:2], predict the reactants needed to synthesize it. The reactants are: [CH:1]([C:4]1[CH:9]=[CH:8][C:7]([CH:10]2[C:14]3[C:15]([CH3:22])=[C:16]([OH:21])[C:17]([CH3:20])=[C:18]([CH3:19])[C:13]=3[O:12][C:11]2([CH3:24])[CH3:23])=[CH:6][CH:5]=1)([CH3:3])[CH3:2].Br[CH2:26][CH:27]=[CH:28][C:29]1[CH:34]=[CH:33][CH:32]=[CH:31][CH:30]=1. (8) Given the product [NH2:36][C:31]1[N:30]=[CH:29][C:28]2[C:33](=[CH:34][CH:35]=[C:26]([C:24]3[CH:25]=[C:20]([NH:19][C:7](=[O:9])[C:6]4[CH:10]=[CH:11][CH:12]=[C:4]([CH:1]([CH3:2])[CH3:3])[CH:5]=4)[CH:21]=[CH:22][C:23]=3[CH3:37])[CH:27]=2)[N:32]=1, predict the reactants needed to synthesize it. The reactants are: [CH:1]([C:4]1[CH:5]=[C:6]([CH:10]=[CH:11][CH:12]=1)[C:7]([OH:9])=O)([CH3:3])[CH3:2].C(Cl)(=O)C(Cl)=O.[NH2:19][C:20]1[CH:21]=[CH:22][C:23]([CH3:37])=[C:24]([C:26]2[CH:27]=[C:28]3[C:33](=[CH:34][CH:35]=2)[N:32]=[C:31]([NH2:36])[N:30]=[CH:29]3)[CH:25]=1. (9) Given the product [O:32]1[CH2:33][CH2:34][N:29]([C:35]([O:1][C:2]2[CH:11]=[CH:10][C:9]3[C:4](=[CH:5][CH:6]=[CH:7][CH:8]=3)[C:3]=2[C:12]([NH:14][C:15]2[CH:20]=[C:19]([C:21]([F:24])([F:22])[F:23])[CH:18]=[C:17]([C:25]([F:27])([F:26])[F:28])[CH:16]=2)=[O:13])=[O:36])[CH2:30][CH2:31]1, predict the reactants needed to synthesize it. The reactants are: [OH:1][C:2]1[C:3]([C:12]([NH:14][C:15]2[CH:20]=[C:19]([C:21]([F:24])([F:23])[F:22])[CH:18]=[C:17]([C:25]([F:28])([F:27])[F:26])[CH:16]=2)=[O:13])=[CH:4][C:5]2[C:10]([CH:11]=1)=[CH:9][CH:8]=[CH:7][CH:6]=2.[N:29]1([C:35](Cl)=[O:36])[CH2:34][CH2:33][O:32][CH2:31][CH2:30]1.